Dataset: Forward reaction prediction with 1.9M reactions from USPTO patents (1976-2016). Task: Predict the product of the given reaction. (1) Given the reactants Cl.[F:2][C:3]1[CH:4]=[C:5]([NH:10][C:11]2[CH:16]=[CH:15][N:14]=[C:13]([NH:17][C:18]3[CH:23]=[CH:22][C:21]([S:24](Cl)(=[O:26])=[O:25])=[CH:20][CH:19]=3)[N:12]=2)[CH:6]=[CH:7][C:8]=1[F:9].[CH3:28][NH:29][CH:30]1[CH2:35][CH2:34][N:33]([CH3:36])[CH2:32][CH2:31]1, predict the reaction product. The product is: [F:2][C:3]1[CH:4]=[C:5]([NH:10][C:11]2[CH:16]=[CH:15][N:14]=[C:13]([NH:17][C:18]3[CH:23]=[CH:22][C:21]([S:24]([N:29]([CH3:28])[CH:30]4[CH2:35][CH2:34][N:33]([CH3:36])[CH2:32][CH2:31]4)(=[O:26])=[O:25])=[CH:20][CH:19]=3)[N:12]=2)[CH:6]=[CH:7][C:8]=1[F:9]. (2) Given the reactants [F:1][C:2]1[CH:10]=[CH:9][C:5]([C:6]([OH:8])=O)=[CH:4][C:3]=1[N+:11]([O-:13])=[O:12].[CH3:14][N:15]1[CH:19]=[C:18]([C:20]2[CH:25]=[CH:24][C:23]([CH:26]3[CH2:31][CH2:30][NH:29][CH2:28][CH2:27]3)=[CH:22][CH:21]=2)[CH:17]=[N:16]1.C(N(CC)C(C)C)(C)C.CN(C(ON1N=NC2C=CC=CC1=2)=[N+](C)C)C.F[P-](F)(F)(F)(F)F.C([O-])([O-])=O.[Na+].[Na+], predict the reaction product. The product is: [F:1][C:2]1[CH:10]=[CH:9][C:5]([C:6]([N:29]2[CH2:28][CH2:27][CH:26]([C:23]3[CH:22]=[CH:21][C:20]([C:18]4[CH:17]=[N:16][N:15]([CH3:14])[CH:19]=4)=[CH:25][CH:24]=3)[CH2:31][CH2:30]2)=[O:8])=[CH:4][C:3]=1[N+:11]([O-:13])=[O:12]. (3) Given the reactants C[Si](C)(C)[C:3]#[C:4][C:5]1[CH:10]=[CH:9][C:8]([OH:11])=[CH:7][CH:6]=1.[N:14]([C:17]1[CH:22]=[CH:21][C:20]([OH:23])=[CH:19][CH:18]=1)=[N+:15]=[N-:16].N(C1C=C(O)C=CC=1)=[N+]=[N-], predict the reaction product. The product is: [OH:23][C:20]1[CH:21]=[CH:22][C:17]([N:14]2[CH:3]=[C:4]([C:5]3[CH:10]=[CH:9][C:8]([OH:11])=[CH:7][CH:6]=3)[N:16]=[N:15]2)=[CH:18][CH:19]=1. (4) Given the reactants [I:1][C:2]1[C:10]2[C:5](=[CH:6][CH:7]=[C:8]([C:11](O)=[O:12])[CH:9]=2)[N:4]([S:14]([C:17]2[CH:23]=[CH:22][C:20]([CH3:21])=[CH:19][CH:18]=2)(=[O:16])=[O:15])[CH:3]=1.[C:24]([NH:32][NH2:33])(=[O:31])[C:25]1[CH:30]=[CH:29][CH:28]=[CH:27][CH:26]=1.C(N(C(C)C)C(C)C)C.CN(C(ON1N=NC2C=CC=NC1=2)=[N+](C)C)C.F[P-](F)(F)(F)(F)F, predict the reaction product. The product is: [C:24]([NH:32][NH:33][C:11]([C:8]1[CH:9]=[C:10]2[C:5](=[CH:6][CH:7]=1)[N:4]([S:14]([C:17]1[CH:23]=[CH:22][C:20]([CH3:21])=[CH:19][CH:18]=1)(=[O:16])=[O:15])[CH:3]=[C:2]2[I:1])=[O:12])(=[O:31])[C:25]1[CH:30]=[CH:29][CH:28]=[CH:27][CH:26]=1. (5) Given the reactants C(Br)C1C=CC=CC=1.[F:9][C:10]1[CH:17]=[CH:16][C:13]([CH2:14]Br)=[CH:12][CH:11]=1.[C:18]([C:21]1[S:25][C:24]([N:26]2[CH2:30][CH2:29][NH:28][C:27]2=[O:31])=[N:23][C:22]=1[CH3:32])(=[O:20])[CH3:19], predict the reaction product. The product is: [C:18]([C:21]1[S:25][C:24]([N:26]2[CH2:30][CH2:29][N:28]([CH2:14][C:13]3[CH:16]=[CH:17][C:10]([F:9])=[CH:11][CH:12]=3)[C:27]2=[O:31])=[N:23][C:22]=1[CH3:32])(=[O:20])[CH3:19].